Dataset: Forward reaction prediction with 1.9M reactions from USPTO patents (1976-2016). Task: Predict the product of the given reaction. (1) Given the reactants [CH3:1][O:2][C:3]([C:5]1[C:6]([CH3:24])=[C:7]([C:15]([C:17]2[CH:18]=[N:19][N:20]([CH3:23])[C:21]=2[OH:22])=[O:16])[CH:8]=[CH:9][C:10]=1[S:11]([CH3:14])(=[O:13])=[O:12])=[O:4].C(N(CC)CC)C.[CH3:32][CH2:33][S:34][C:35](Cl)=[O:36], predict the reaction product. The product is: [CH3:1][O:2][C:3]([C:5]1[C:6]([CH3:24])=[C:7]([C:15]([C:17]2[CH:18]=[N:19][N:20]([CH3:23])[C:21]=2[O:22][C:35]([S:34][CH2:33][CH3:32])=[O:36])=[O:16])[CH:8]=[CH:9][C:10]=1[S:11]([CH3:14])(=[O:13])=[O:12])=[O:4]. (2) Given the reactants [CH2:1]([O:3][C:4](=[O:24])[C:5]1[CH:10]=[CH:9][CH:8]=[C:7]([S:11][C:12]2[C:20]3[C:15](=[C:16]([F:22])[C:17]([Cl:21])=[CH:18][CH:19]=3)[NH:14][C:13]=2[CH3:23])[CH:6]=1)[CH3:2].[CH:25]1([CH2:28][N:29]2[CH:33]=[C:32](I)[CH:31]=[N:30]2)[CH2:27][CH2:26]1, predict the reaction product. The product is: [CH2:1]([O:3][C:4](=[O:24])[C:5]1[CH:10]=[CH:9][CH:8]=[C:7]([S:11][C:12]2[C:20]3[C:15](=[C:16]([F:22])[C:17]([Cl:21])=[CH:18][CH:19]=3)[N:14]([C:32]3[CH:31]=[N:30][N:29]([CH2:28][CH:25]4[CH2:27][CH2:26]4)[CH:33]=3)[C:13]=2[CH3:23])[CH:6]=1)[CH3:2]. (3) The product is: [CH:41]1([N:39]2[CH:40]=[C:36]([C:33]3[CH:32]=[C:31]([O:50][CH:51]([C:53]4[C:58]([Cl:59])=[CH:57][CH:56]=[C:55]([F:60])[C:54]=4[Cl:61])[CH3:52])[C:30]([NH2:29])=[N:35][CH:34]=3)[CH:37]=[N:38]2)[CH2:42][CH2:43][CH2:45]1. Given the reactants ClC1C(F)=CC=C(Cl)C=1C(OC1C(N)=NC=C(B2OC(C)(C)C(C)(C)O2)C=1)C.[NH2:29][C:30]1[N:35]=[CH:34][C:33]([C:36]2[CH:37]=[N:38][N:39]([CH2:41][CH:42]3C[CH:43]3[C:45](N(C)C)=O)[CH:40]=2)=[CH:32][C:31]=1[O:50][CH:51]([C:53]1[C:58]([Cl:59])=[CH:57][CH:56]=[C:55]([F:60])[C:54]=1[Cl:61])[CH3:52], predict the reaction product. (4) Given the reactants [OH-:1].[Na+].Cl.[Cl-].[CH3:5][O:6][CH2:7][CH2:8][N:9]1[C:13]2[C:14](=[O:23])[C:15]3[C:20]([C:21](=[O:22])[C:12]=2[N+:11]([CH2:24][C:25]2[CH:30]=[CH:29][N:28]=[CH:27][CH:26]=2)=[C:10]1[CH3:31])=[CH:19][CH:18]=[CH:17][CH:16]=3.O, predict the reaction product. The product is: [CH3:5][O:6][CH2:7][CH2:8][NH:9][C:13]1[C:14](=[O:23])[C:15]2[C:20](=[CH:19][CH:18]=[CH:17][CH:16]=2)[C:21](=[O:22])[C:12]=1[N:11]([CH2:24][C:25]1[CH:26]=[CH:27][N:28]=[CH:29][CH:30]=1)[C:10](=[O:1])[CH3:31]. (5) Given the reactants Br[C:2]1[CH:7]=[CH:6][C:5]([C:8]([N:10]2[CH2:15][CH2:14][N:13]([C:16]3[C:21]([CH3:22])=[CH:20][C:19]([CH3:23])=[CH:18][N:17]=3)[CH2:12][CH2:11]2)=[O:9])=[C:4]([S:24]([CH3:27])(=[O:26])=[O:25])[CH:3]=1.[CH3:28][C@@H:29]1[CH2:33][O:32][C:31](=[O:34])[NH:30]1, predict the reaction product. The product is: [CH3:22][C:21]1[C:16]([N:13]2[CH2:14][CH2:15][N:10]([C:8]([C:5]3[CH:6]=[CH:7][C:2]([N:30]4[C@H:29]([CH3:28])[CH2:33][O:32][C:31]4=[O:34])=[CH:3][C:4]=3[S:24]([CH3:27])(=[O:26])=[O:25])=[O:9])[CH2:11][CH2:12]2)=[N:17][CH:18]=[C:19]([CH3:23])[CH:20]=1. (6) Given the reactants [OH:1][C@@:2]12[C:11](=O)[CH2:10][CH2:9][CH2:8][C@H:7]1[CH2:6][CH2:5][CH2:4][CH2:3]2.[NH2:13][C:14]1[CH:19]=[CH:18][CH:17]=[CH:16][CH:15]=1.C(O[BH-](OC(=O)C)OC(=O)C)(=O)C.[Na+], predict the reaction product. The product is: [C:14]1([NH:13][C@H:11]2[C@:2]3([OH:1])[C@H:7]([CH2:6][CH2:5][CH2:4][CH2:3]3)[CH2:8][CH2:9][CH2:10]2)[CH:19]=[CH:18][CH:17]=[CH:16][CH:15]=1.